From a dataset of Reaction yield outcomes from USPTO patents with 853,638 reactions. Predict the reaction yield, written as a fraction of the theoretical maximum amount of product (1.0 means a 100% yield; for example, 0.34 means a 34% yield). (1) The reactants are O.NN.[OH-].[K+].O=[C:7]([C:13]1[S:14][CH:15]=[CH:16][CH:17]=1)[CH2:8][CH2:9][C:10]([OH:12])=[O:11]. The catalyst is C(O)CO.O. The product is [S:14]1[CH:15]=[CH:16][CH:17]=[C:13]1[CH2:7][CH2:8][CH2:9][C:10]([OH:12])=[O:11]. The yield is 0.850. (2) The reactants are [CH3:1][C:2]1[N:29]=[C:5]2[NH:6][C:7](=[O:28])[C:8]([CH2:13][C:14]3[CH:19]=[CH:18][C:17]([C:20]4[C:21]([C:26]#[N:27])=[CH:22][CH:23]=[CH:24][CH:25]=4)=[CH:16][CH:15]=3)=[C:9]([CH2:10][CH2:11][CH3:12])[N:4]2[N:3]=1.Br[CH2:31][CH:32]([OH:37])[C:33]([F:36])([F:35])[F:34].C(=O)([O-])[O-].[Cs+].[Cs+].CN(C)C(=O)C. The catalyst is C(OCC)(=O)C. The product is [CH3:1][C:2]1[N:29]=[C:5]2[N:6]([CH2:31][CH:32]([OH:37])[C:33]([F:36])([F:35])[F:34])[C:7](=[O:28])[C:8]([CH2:13][C:14]3[CH:19]=[CH:18][C:17]([C:20]4[C:21]([C:26]#[N:27])=[CH:22][CH:23]=[CH:24][CH:25]=4)=[CH:16][CH:15]=3)=[C:9]([CH2:10][CH2:11][CH3:12])[N:4]2[N:3]=1. The yield is 0.650. (3) The reactants are C(N(C(C)C)CC)(C)C.[Cl:10][C:11]1[CH:12]=[CH:13][C:14]2[N:19]=[C:18]([C:20]3[C:29]4[C:24](=[CH:25][CH:26]=[CH:27][CH:28]=4)[CH:23]=[CH:22][CH:21]=3)[O:17][C:16](=[O:30])[C:15]=2[CH:31]=1.[NH:32]1[CH2:38][CH2:37][CH2:36][CH2:35][CH2:34][CH2:33]1. No catalyst specified. The product is [Cl:10][C:11]1[CH:12]=[CH:13][C:14]([NH:19][C:18]([C:20]2[C:29]3[C:24](=[CH:25][CH:26]=[CH:27][CH:28]=3)[CH:23]=[CH:22][CH:21]=2)=[O:17])=[C:15]([C:16]([N:32]2[CH2:38][CH2:37][CH2:36][CH2:35][CH2:34][CH2:33]2)=[O:30])[CH:31]=1. The yield is 0.470. (4) The reactants are [F:1][C:2]1[C:3]([N+:16]([O-])=O)=[CH:4][C:5]([N+:13]([O-])=O)=[C:6]([CH:8]=[CH:9]N(C)C)[CH:7]=1. The catalyst is CCO.[Ni]. The product is [F:1][C:2]1[CH:7]=[C:6]2[C:5](=[CH:4][C:3]=1[NH2:16])[NH:13][CH:9]=[CH:8]2. The yield is 0.160. (5) The reactants are C([O:5][C:6](=[O:26])[NH:7][CH:8]([CH2:14][C:15]1[CH:20]=[CH:19][C:18]([O:21][C:22]([CH3:25])([CH3:24])[CH3:23])=[CH:17][CH:16]=1)[CH2:9][CH:10](O)[CH:11]=[CH2:12])(C)(C)C.C[Si]([N-][Si](C)(C)C)(C)C.[K+]. The catalyst is C1COCC1.CCOCC. The product is [C:22]([O:21][C:18]1[CH:17]=[CH:16][C:15]([CH2:14][CH:8]2[CH2:9][CH:10]([CH:11]=[CH2:12])[O:26][C:6](=[O:5])[NH:7]2)=[CH:20][CH:19]=1)([CH3:23])([CH3:24])[CH3:25]. The yield is 0.960. (6) The reactants are Cl[CH2:2][CH2:3][C:4]1[C:9](=[O:10])[N:8]2[CH2:11][CH2:12][CH2:13][CH2:14][C:7]2=[N:6][C:5]=1[CH3:15].[F:16][C:17]1[CH:31]=[CH:30][C:20]2[C:21]([CH:24]3[CH2:29][CH2:28][NH:27][CH2:26][CH2:25]3)=[N:22][O:23][C:19]=2[CH:18]=1.C(=O)([O-])[O-].[Na+].[Na+]. The catalyst is [I-].[K+].C(O)(C)C. The product is [CH3:15][C:5]1[N:6]=[C:7]2[N:8]([CH2:11][CH2:12][CH2:13][CH2:14]2)[C:9](=[O:10])[C:4]=1[CH2:3][CH2:2][N:27]1[CH2:26][CH2:25][CH:24]([C:21]2[C:20]3[CH:30]=[CH:31][C:17]([F:16])=[CH:18][C:19]=3[O:23][N:22]=2)[CH2:29][CH2:28]1. The yield is 0.730. (7) The reactants are [CH:1]1([C:4]2[CH:9]=[CH:8][CH:7]=[C:6]([CH3:10])[C:5]=2[OH:11])[CH2:3][CH2:2]1.ClC1C=CC=CC=1Cl.[OH-].[Na+].[OH:22][C:23]1[CH:28]=[C:27]([Cl:29])[N:26]=[N:25][C:24]=1Cl. The catalyst is C(O)(C)(C)C. The product is [Cl:29][C:27]1[N:26]=[N:25][C:24]([O:11][C:5]2[C:6]([CH3:10])=[CH:7][CH:8]=[CH:9][C:4]=2[CH:1]2[CH2:3][CH2:2]2)=[C:23]([OH:22])[CH:28]=1. The yield is 0.770. (8) The reactants are [ClH:1].[F:2][C:3]([F:53])([F:52])[C:4]1[CH:5]=[C:6]([CH:14]([C:46]2[N:47]=[N:48][N:49]([CH3:51])[N:50]=2)[N:15]2[C:24]3[C:19](=[CH:20][CH:21]=[C:22]([C:25]([F:28])([F:27])[F:26])[CH:23]=3)[N:18]([CH2:29][C@H:30]3[CH2:35][CH2:34][C@H:33]([CH2:36][C:37]([O:39]C(C)(C)C)=[O:38])[CH2:32][CH2:31]3)[CH:17]([CH2:44][CH3:45])[CH2:16]2)[CH:7]=[C:8]([C:10]([F:13])([F:12])[F:11])[CH:9]=1. The catalyst is O1CCOCC1.C1COCC1. The product is [ClH:1].[F:53][C:3]([F:2])([F:52])[C:4]1[CH:5]=[C:6]([CH:14]([C:46]2[N:47]=[N:48][N:49]([CH3:51])[N:50]=2)[N:15]2[C:24]3[C:19](=[CH:20][CH:21]=[C:22]([C:25]([F:26])([F:27])[F:28])[CH:23]=3)[N:18]([CH2:29][C@H:30]3[CH2:31][CH2:32][C@H:33]([CH2:36][C:37]([OH:39])=[O:38])[CH2:34][CH2:35]3)[CH:17]([CH2:44][CH3:45])[CH2:16]2)[CH:7]=[C:8]([C:10]([F:13])([F:12])[F:11])[CH:9]=1. The yield is 0.330. (9) The reactants are [CH3:1][O:2][C:3]1[CH:4]=[C:5]2[C:10](=[CH:11][C:12]=1[O:13][CH3:14])[N:9]=[CH:8][CH:7]=[C:6]2[O:15][C:16]1[CH:22]=[CH:21][C:19]([NH2:20])=[CH:18][C:17]=1[O:23][CH3:24].C(N(CC)CC)C.ClC(Cl)(O[C:36](=[O:42])OC(Cl)(Cl)Cl)Cl.[F:44][C:45]1[CH:50]=[CH:49][C:48]([C@@H:51]([NH2:53])[CH3:52])=[CH:47][CH:46]=1. The catalyst is C(Cl)(Cl)Cl. The product is [CH3:1][O:2][C:3]1[CH:4]=[C:5]2[C:10](=[CH:11][C:12]=1[O:13][CH3:14])[N:9]=[CH:8][CH:7]=[C:6]2[O:15][C:16]1[CH:22]=[CH:21][C:19]([NH:20][C:36]([NH:53][C@H:51]([C:48]2[CH:49]=[CH:50][C:45]([F:44])=[CH:46][CH:47]=2)[CH3:52])=[O:42])=[CH:18][C:17]=1[O:23][CH3:24]. The yield is 1.00.